From a dataset of Peptide-MHC class II binding affinity with 134,281 pairs from IEDB. Regression. Given a peptide amino acid sequence and an MHC pseudo amino acid sequence, predict their binding affinity value. This is MHC class II binding data. (1) The peptide sequence is GWNDWENVPFCSHHF. The MHC is DRB1_0701 with pseudo-sequence DRB1_0701. The binding affinity (normalized) is 0.683. (2) The peptide sequence is PGDSLAEVELRQHGS. The MHC is DRB3_0202 with pseudo-sequence DRB3_0202. The binding affinity (normalized) is 0.136.